Dataset: Full USPTO retrosynthesis dataset with 1.9M reactions from patents (1976-2016). Task: Predict the reactants needed to synthesize the given product. (1) Given the product [C:1]1([NH:7][C:8]([C:10]2([C:13]([OH:15])=[O:14])[CH2:11][CH2:12]2)=[O:9])[CH:2]=[CH:3][CH:4]=[CH:5][CH:6]=1, predict the reactants needed to synthesize it. The reactants are: [C:1]1([NH:7][C:8]([C:10]2([C:13]([O:15]CC)=[O:14])[CH2:12][CH2:11]2)=[O:9])[CH:6]=[CH:5][CH:4]=[CH:3][CH:2]=1.[OH-].[K+]. (2) Given the product [Br:19][C:7]1[C:8]([O:12][C:13]2[CH:18]=[CH:17][CH:16]=[CH:15][CH:14]=2)=[C:9]2[C:4](=[CH:5][CH:6]=1)[NH:3][CH:2]([CH3:1])[CH2:11][CH2:10]2, predict the reactants needed to synthesize it. The reactants are: [CH3:1][CH:2]1[CH2:11][CH2:10][C:9]2[C:4](=[CH:5][CH:6]=[CH:7][C:8]=2[O:12][C:13]2[CH:18]=[CH:17][CH:16]=[CH:15][CH:14]=2)[NH:3]1.[Br:19]N1C(=O)CCC1=O. (3) The reactants are: [Cl:1][C:2]1[C:6]([S:7](Cl)(=[O:9])=[O:8])=[CH:5][N:4]([CH3:11])[C:3]=1[C:12]([O:14][CH3:15])=[O:13].C([O-])(O)=O.[Na+].[CH:21]([NH2:24])([CH3:23])[CH3:22]. Given the product [Cl:1][C:2]1[C:6]([S:7](=[O:9])(=[O:8])[NH:24][CH:21]([CH3:23])[CH3:22])=[CH:5][N:4]([CH3:11])[C:3]=1[C:12]([O:14][CH3:15])=[O:13], predict the reactants needed to synthesize it. (4) Given the product [I:1][C:2]1[C:6]([C:7]([O:9][CH2:10][CH3:11])=[O:8])=[CH:5][N:4]([CH2:26][O:25][CH2:24][CH2:23][Si:22]([CH3:29])([CH3:28])[CH3:21])[N:3]=1, predict the reactants needed to synthesize it. The reactants are: [I:1][C:2]1[C:6]([C:7]([O:9][CH2:10][CH3:11])=[O:8])=[CH:5][NH:4][N:3]=1.C(N(C(C)C)CC)(C)C.[CH3:21][Si:22]([CH3:29])([CH3:28])[CH2:23][CH2:24][O:25][CH2:26]Cl. (5) Given the product [CH:27]([N:9]1[C:8]2[CH:30]=[CH:31][C:5]([C:3]([OH:4])=[O:2])=[CH:6][C:7]=2[N:11]=[C:10]1[NH:12][C:13]1[S:14][C:15]2[CH:21]=[C:20]([O:22][C:23]([F:24])([F:26])[F:25])[CH:19]=[CH:18][C:16]=2[N:17]=1)([CH3:29])[CH3:28], predict the reactants needed to synthesize it. The reactants are: C[O:2][C:3]([C:5]1[CH:31]=[CH:30][C:8]2[N:9]([CH:27]([CH3:29])[CH3:28])[C:10]([NH:12][C:13]3[S:14][C:15]4[CH:21]=[C:20]([O:22][C:23]([F:26])([F:25])[F:24])[CH:19]=[CH:18][C:16]=4[N:17]=3)=[N:11][C:7]=2[CH:6]=1)=[O:4].[OH-].[Li+].CO.